This data is from Reaction yield outcomes from USPTO patents with 853,638 reactions. The task is: Predict the reaction yield, written as a fraction of the theoretical maximum amount of product (1.0 means a 100% yield; for example, 0.34 means a 34% yield). (1) The reactants are [CH:1]([C:3]1[N:8]=[N:7][C:6]2[O:9][CH2:10][CH2:11][S:12][C:5]=2[CH:4]=1)=C.I([O-])(=O)(=O)=[O:14].[Na+]. The catalyst is O1CCOCC1.O.[Os](=O)(=O)(=O)=O. The product is [N:7]1[C:6]2[O:9][CH2:10][CH2:11][S:12][C:5]=2[CH:4]=[C:3]([CH:1]=[O:14])[N:8]=1. The yield is 0.360. (2) The yield is 0.460. The catalyst is CN(C=O)C.[Cl-].[Na+].O.O. The product is [CH3:3][O:4][CH:5]([O:9][CH3:10])[CH:6]([CH3:7])[O:8][CH2:18][C:13]1[CH:14]=[CH:15][CH:16]=[CH:17][N:12]=1. The reactants are [H-].[Na+].[CH3:3][O:4][CH:5]([O:9][CH3:10])[CH:6]([OH:8])[CH3:7].Cl.[N:12]1[CH:17]=[CH:16][CH:15]=[CH:14][C:13]=1[CH2:18]Cl.C(OCC)C. (3) The reactants are Cl[CH2:2][C:3]([CH:5]1[CH2:10][CH2:9][CH2:8][CH2:7][CH:6]1[C:11]([O:13][CH3:14])=[O:12])=O.[C:15](=[S:18])([NH2:17])[CH3:16]. The catalyst is O1CCOCC1.CCOC(C)=O. The product is [CH3:16][C:15]1[S:18][CH:2]=[C:3]([CH:5]2[CH2:10][CH2:9][CH2:8][CH2:7][CH:6]2[C:11]([O:13][CH3:14])=[O:12])[N:17]=1. The yield is 0.457. (4) The reactants are [CH3:1][S:2](Cl)(=[O:4])=[O:3].[CH3:6][O:7][CH2:8][CH2:9][CH2:10][OH:11].C(N(CC)CC)C.O. The catalyst is C(Cl)Cl. The product is [CH3:1][S:2]([O:11][CH2:10][CH2:9][CH2:8][O:7][CH3:6])(=[O:4])=[O:3]. The yield is 0.970.